Dataset: NCI-60 drug combinations with 297,098 pairs across 59 cell lines. Task: Regression. Given two drug SMILES strings and cell line genomic features, predict the synergy score measuring deviation from expected non-interaction effect. (1) Drug 1: C1=C(C(=O)NC(=O)N1)N(CCCl)CCCl. Drug 2: C1=CN(C=N1)CC(O)(P(=O)(O)O)P(=O)(O)O. Cell line: SR. Synergy scores: CSS=9.17, Synergy_ZIP=-27.8, Synergy_Bliss=-50.2, Synergy_Loewe=-57.6, Synergy_HSA=-47.4. (2) Drug 1: CS(=O)(=O)C1=CC(=C(C=C1)C(=O)NC2=CC(=C(C=C2)Cl)C3=CC=CC=N3)Cl. Drug 2: C1=C(C(=O)NC(=O)N1)F. Cell line: EKVX. Synergy scores: CSS=27.4, Synergy_ZIP=-5.17, Synergy_Bliss=-1.75, Synergy_Loewe=-1.38, Synergy_HSA=1.01. (3) Drug 1: CC1C(C(=O)NC(C(=O)N2CCCC2C(=O)N(CC(=O)N(C(C(=O)O1)C(C)C)C)C)C(C)C)NC(=O)C3=C4C(=C(C=C3)C)OC5=C(C(=O)C(=C(C5=N4)C(=O)NC6C(OC(=O)C(N(C(=O)CN(C(=O)C7CCCN7C(=O)C(NC6=O)C(C)C)C)C)C(C)C)C)N)C. Drug 2: CS(=O)(=O)OCCCCOS(=O)(=O)C. Cell line: RPMI-8226. Synergy scores: CSS=17.2, Synergy_ZIP=-1.61, Synergy_Bliss=6.15, Synergy_Loewe=4.51, Synergy_HSA=7.10. (4) Drug 1: CC(CN1CC(=O)NC(=O)C1)N2CC(=O)NC(=O)C2. Drug 2: CN(C(=O)NC(C=O)C(C(C(CO)O)O)O)N=O. Cell line: OVCAR3. Synergy scores: CSS=14.5, Synergy_ZIP=-1.29, Synergy_Bliss=4.97, Synergy_Loewe=-6.08, Synergy_HSA=1.36. (5) Drug 1: C1C(C(OC1N2C=C(C(=O)NC2=O)F)CO)O. Drug 2: C1=NC2=C(N1)C(=S)N=CN2. Cell line: NCI-H522. Synergy scores: CSS=47.9, Synergy_ZIP=-2.54, Synergy_Bliss=-2.49, Synergy_Loewe=-5.67, Synergy_HSA=-3.47. (6) Drug 1: CC1OCC2C(O1)C(C(C(O2)OC3C4COC(=O)C4C(C5=CC6=C(C=C35)OCO6)C7=CC(=C(C(=C7)OC)O)OC)O)O. Drug 2: C1=CN(C=N1)CC(O)(P(=O)(O)O)P(=O)(O)O. Cell line: KM12. Synergy scores: CSS=18.6, Synergy_ZIP=-5.50, Synergy_Bliss=-5.77, Synergy_Loewe=-1.72, Synergy_HSA=2.37.